From a dataset of Forward reaction prediction with 1.9M reactions from USPTO patents (1976-2016). Predict the product of the given reaction. (1) Given the reactants [Cl:1][C:2]1[N:9]=[C:8]([NH:10][C:11]2[CH:15]=[C:14]([CH3:16])[NH:13][N:12]=2)[CH:7]=[C:6]([CH3:17])[C:3]=1[C:4]#[N:5].Cl.[F:19][C:20]1[CH:21]=[C:22]([CH:27]=[CH:28][CH:29]=1)[O:23][CH2:24][CH2:25][NH2:26].C(=O)([O-])O.[Na+].CS(C)=O, predict the reaction product. The product is: [ClH:1].[F:19][C:20]1[CH:21]=[C:22]([CH:27]=[CH:28][CH:29]=1)[O:23][CH2:24][CH2:25][NH:26][C:2]1[N:9]=[C:8]([NH:10][C:11]2[CH:15]=[C:14]([CH3:16])[NH:13][N:12]=2)[CH:7]=[C:6]([CH3:17])[C:3]=1[C:4]#[N:5]. (2) Given the reactants [CH2:1]([O:3][C:4]([C:6]1[C:18]([CH2:19][CH2:20][C:21]2[CH:26]=[CH:25][C:24]([F:27])=[CH:23][CH:22]=2)=[N:17][C:9]2[C@H:10]3[N:14]([C:15](=[O:16])[C:8]=2[C:7]=1[C:28]1[S:32][C:31]([C:33]([OH:35])=O)=[CH:30][CH:29]=1)[CH2:13][CH2:12][CH2:11]3)=[O:5])[CH3:2].CCN=C=[N:40][CH2:41][CH2:42][CH2:43]N(C)C.[CH:47]1[CH:48]=[CH:49][C:50]2N(O)N=N[C:51]=2[CH:52]=1.Cl, predict the reaction product. The product is: [C@H:41]1([NH:40][C:33]([C:31]2[S:32][C:28]([C:7]3[C:8]4[C:15](=[O:16])[N:14]5[C@H:10]([C:9]=4[N:17]=[C:18]([CH2:19][CH2:20][C:21]4[CH:26]=[CH:25][C:24]([F:27])=[CH:23][CH:22]=4)[C:6]=3[C:4]([O:3][CH2:1][CH3:2])=[O:5])[CH2:11][CH2:12][CH2:13]5)=[CH:29][CH:30]=2)=[O:35])[C:51]2[C:50](=[CH:49][CH:48]=[CH:47][CH:52]=2)[CH2:43][CH2:42]1. (3) Given the reactants [Br:1][C:2]1[C:3]([F:12])=[C:4]([CH:7]=[C:8]([F:11])[C:9]=1[OH:10])[CH:5]=[O:6].[C:13](=O)([O-])[O-].[K+].[K+].COS(OC)(=O)=O.C(OC(=O)C)C, predict the reaction product. The product is: [Br:1][C:2]1[C:3]([F:12])=[C:4]([CH:7]=[C:8]([F:11])[C:9]=1[O:10][CH3:13])[CH:5]=[O:6]. (4) Given the reactants [CH3:1][O:2][C:3]1[CH:4]=[C:5]2[C:10](=[CH:11][CH:12]=1)[CH:9]=[C:8]([C@H:13]([CH3:24])[C:14]([NH:16][NH:17][C:18](=[O:23])[CH2:19][CH2:20][CH2:21][OH:22])=[O:15])[CH:7]=[CH:6]2.[N+:25]([O-])([OH:27])=[O:26].CC(OC(C)=O)=O, predict the reaction product. The product is: [CH3:1][O:2][C:3]1[CH:4]=[C:5]2[C:10](=[CH:11][CH:12]=1)[CH:9]=[C:8]([C@H:13]([CH3:24])[C:14]([NH:16][NH:17][C:18](=[O:23])[CH2:19][CH2:20][CH2:21][O:22][N+:25]([O-:27])=[O:26])=[O:15])[CH:7]=[CH:6]2. (5) The product is: [CH3:21][O:20][C:17]1[CH:18]=[CH:19][C:14]([C@H:12]2[CH2:13][C@@H:11]2[CH2:10][O:9][C:3]2[C:2]([C:30]3[CH:34]=[N:33][N:32]4[CH2:35][CH2:36][CH2:37][C:31]=34)=[CH:7][N:6]=[C:5]([CH3:8])[N:4]=2)=[N:15][CH:16]=1. Given the reactants Br[C:2]1[C:3]([O:9][CH2:10][C@H:11]2[CH2:13][C@@H:12]2[C:14]2[CH:19]=[CH:18][C:17]([O:20][CH3:21])=[CH:16][N:15]=2)=[N:4][C:5]([CH3:8])=[N:6][CH:7]=1.CC1(C)C(C)(C)OB([C:30]2[CH:34]=[N:33][N:32]3[CH2:35][CH2:36][CH2:37][C:31]=23)O1.P([O-])([O-])([O-])=O.[K+].[K+].[K+].COC1C=CC=C(OC)C=1C1C=CC=CC=1P(C1CCCCC1)C1CCCCC1, predict the reaction product.